From a dataset of Catalyst prediction with 721,799 reactions and 888 catalyst types from USPTO. Predict which catalyst facilitates the given reaction. Reactant: [CH3:1][C:2]1[CH:10]=[CH:9][C:5]([C:6]([NH2:8])=O)=[CH:4][C:3]=1[C:11]1[C:22](=[O:23])[N:21]([CH3:24])[C:14]2[N:15]=[C:16]([S:19][CH3:20])[N:17]=[CH:18][C:13]=2[CH:12]=1. Product: [CH3:1][C:2]1[CH:10]=[CH:9][C:5]([C:6]#[N:8])=[CH:4][C:3]=1[C:11]1[C:22](=[O:23])[N:21]([CH3:24])[C:14]2[N:15]=[C:16]([S:19][CH3:20])[N:17]=[CH:18][C:13]=2[CH:12]=1. The catalyst class is: 820.